This data is from Full USPTO retrosynthesis dataset with 1.9M reactions from patents (1976-2016). The task is: Predict the reactants needed to synthesize the given product. Given the product [CH3:16][O:15][C:14]1[CH:13]=[C:12]([C:23]([OH:25])=[O:1])[C:11](=[CH:6][C:5]=1[O:4][CH3:3])[C:9]([OH:8])=[O:10], predict the reactants needed to synthesize it. The reactants are: [OH-:1].[Na+].[CH3:3][O:4][C:5]1[C:14]([O:15][CH3:16])=[CH:13][CH:12]=[C:11]2[C:6]=1C[O:8][C:9]2=[O:10].[Mn]([O-])(=O)(=O)=O.[K+].[CH2:23]([OH:25])C.